From a dataset of Catalyst prediction with 721,799 reactions and 888 catalyst types from USPTO. Predict which catalyst facilitates the given reaction. (1) Reactant: [C:1]([C:3]1[CH:10]=[CH:9][C:6]([CH2:7]Br)=[CH:5][CH:4]=1)#[N:2].[C:11]([O-:14])(=[O:13])[CH3:12].[Na+]. Product: [C:11]([O:14][CH2:7][C:6]1[CH:9]=[CH:10][C:3]([C:1]#[N:2])=[CH:4][CH:5]=1)(=[O:13])[CH3:12]. The catalyst class is: 9. (2) Reactant: [C:1]([Si:5]([CH3:36])([CH3:35])[O:6][CH2:7][CH:8]1[O:12][CH:11]([N:13]2[CH:18]=[C:17]3[CH:19]=[C:20]([C:22]4[CH:27]=[CH:26][C:25]([CH2:28][CH2:29][CH2:30][CH2:31][CH3:32])=[CH:24][CH:23]=4)[O:21][C:16]3=[N:15][C:14]2=[O:33])[CH2:10][CH:9]1[OH:34])([CH3:4])([CH3:3])[CH3:2].[Cl:37][CH2:38][C:39](Cl)=[O:40]. Product: [Cl:37][CH2:38][C:39]([O:34][C@H:9]1[CH2:10][C@H:11]([N:13]2[CH:18]=[C:17]3[CH:19]=[C:20]([C:22]4[CH:27]=[CH:26][C:25]([CH2:28][CH2:29][CH2:30][CH2:31][CH3:32])=[CH:24][CH:23]=4)[O:21][C:16]3=[N:15][C:14]2=[O:33])[O:12][C@@H:8]1[CH2:7][O:6][Si:5]([C:1]([CH3:3])([CH3:2])[CH3:4])([CH3:36])[CH3:35])=[O:40]. The catalyst class is: 79.